Dataset: HIV replication inhibition screening data with 41,000+ compounds from the AIDS Antiviral Screen. Task: Binary Classification. Given a drug SMILES string, predict its activity (active/inactive) in a high-throughput screening assay against a specified biological target. (1) The drug is CC(=O)C(=Cc1ccc(-c2ccccc2)cc1)C(C)=O. The result is 0 (inactive). (2) The drug is OC(Cc1cnnc2ccccc12)C(Cl)(Cl)Cl. The result is 0 (inactive).